This data is from Catalyst prediction with 721,799 reactions and 888 catalyst types from USPTO. The task is: Predict which catalyst facilitates the given reaction. (1) Reactant: [C:1]([O:4][C:5]1[CH:6]=[C:7]([CH:12]=[C:13]([N+:17]([O-])=O)[C:14]=1[O:15][CH3:16])[C:8]([O:10][CH3:11])=[O:9])(=[O:3])[CH3:2]. Product: [C:1]([O:4][C:5]1[CH:6]=[C:7]([CH:12]=[C:13]([NH2:17])[C:14]=1[O:15][CH3:16])[C:8]([O:10][CH3:11])=[O:9])(=[O:3])[CH3:2]. The catalyst class is: 78. (2) Reactant: Cl[C:2]1[C:11]2[C:6](=[CH:7][CH:8]=[C:9]([O:12][CH3:13])[N:10]=2)[N:5]=[CH:4][C:3]=1[C:14]#[N:15].C(=O)([O-])[O-].[K+].[K+].[CH2:22](OCC)[CH3:23]. Product: [CH:22]([C:2]1[C:11]2[C:6](=[CH:7][CH:8]=[C:9]([O:12][CH3:13])[N:10]=2)[N:5]=[CH:4][C:3]=1[C:14]#[N:15])=[CH2:23]. The catalyst class is: 149. (3) Reactant: Br[C:2]1[CH:7]=[CH:6][C:5]([C@H:8]([NH2:10])[CH3:9])=[CH:4][CH:3]=1.[F:11][C:12]1[CH:13]=[CH:14][C:15]([O:21][CH3:22])=[C:16](B(O)O)[CH:17]=1. Product: [F:11][C:12]1[CH:17]=[CH:16][C:15]([O:21][CH3:22])=[C:14]([C:2]2[CH:7]=[CH:6][C:5]([C@H:8]([NH2:10])[CH3:9])=[CH:4][CH:3]=2)[CH:13]=1. The catalyst class is: 167. (4) Reactant: [CH3:1][O:2][CH2:3][C:4](Cl)=[O:5].[O:7]1[C:15]2[C:10](=[N:11][CH:12]=[CH:13][CH:14]=2)[N:9]=[C:8]1[C:16]1[C:17]([NH2:33])=[N:18][CH:19]=[C:20]([C:22]2[CH:23]=[N:24][N:25]([CH:27]3[CH2:32][CH2:31][NH:30][CH2:29][CH2:28]3)[CH:26]=2)[CH:21]=1.C(N(CC)CC)C. Product: [NH2:33][C:17]1[N:18]=[CH:19][C:20]([C:22]2[CH:23]=[N:24][N:25]([CH:27]3[CH2:32][CH2:31][N:30]([C:4](=[O:5])[CH2:3][O:2][CH3:1])[CH2:29][CH2:28]3)[CH:26]=2)=[CH:21][C:16]=1[C:8]1[O:7][C:15]2[C:10]([N:9]=1)=[N:11][CH:12]=[CH:13][CH:14]=2. The catalyst class is: 1. (5) Reactant: [CH2:1]([C:5]1[CH:10]=[CH:9][C:8]([C:11]#[C:12][C:13]2[CH:33]=[CH:32][C:16]([CH2:17][NH:18][CH2:19][C:20]3[CH:31]=[CH:30][C:23]([O:24][CH2:25][C:26]([O:28][CH3:29])=[O:27])=[CH:22][CH:21]=3)=[CH:15][CH:14]=2)=[CH:7][CH:6]=1)[CH2:2][CH2:3][CH3:4].[CH:34]([S:42](Cl)(=[O:44])=[O:43])=[CH:35][C:36]1[CH:41]=[CH:40][CH:39]=[CH:38][CH:37]=1.N1CCOCC1.C(O)C(N)(CO)CO. Product: [CH2:1]([C:5]1[CH:6]=[CH:7][C:8]([C:11]#[C:12][C:13]2[CH:14]=[CH:15][C:16]([CH2:17][N:18]([CH2:19][C:20]3[CH:21]=[CH:22][C:23]([O:24][CH2:25][C:26]([O:28][CH3:29])=[O:27])=[CH:30][CH:31]=3)[S:42](/[CH:34]=[CH:35]/[C:36]3[CH:41]=[CH:40][CH:39]=[CH:38][CH:37]=3)(=[O:44])=[O:43])=[CH:32][CH:33]=2)=[CH:9][CH:10]=1)[CH2:2][CH2:3][CH3:4]. The catalyst class is: 2.